Dataset: NCI-60 drug combinations with 297,098 pairs across 59 cell lines. Task: Regression. Given two drug SMILES strings and cell line genomic features, predict the synergy score measuring deviation from expected non-interaction effect. (1) Drug 1: CC1=C(C(=CC=C1)Cl)NC(=O)C2=CN=C(S2)NC3=CC(=NC(=N3)C)N4CCN(CC4)CCO. Synergy scores: CSS=-8.40, Synergy_ZIP=5.72, Synergy_Bliss=5.04, Synergy_Loewe=-6.16, Synergy_HSA=-3.05. Drug 2: C1CC(=O)NC(=O)C1N2C(=O)C3=CC=CC=C3C2=O. Cell line: OVCAR-8. (2) Drug 1: C1=C(C(=O)NC(=O)N1)F. Drug 2: C1=NC(=NC(=O)N1C2C(C(C(O2)CO)O)O)N. Cell line: MDA-MB-435. Synergy scores: CSS=32.0, Synergy_ZIP=10.4, Synergy_Bliss=8.91, Synergy_Loewe=5.87, Synergy_HSA=6.43. (3) Drug 1: C1CC(=O)NC(=O)C1N2CC3=C(C2=O)C=CC=C3N. Drug 2: CCC1=C2CN3C(=CC4=C(C3=O)COC(=O)C4(CC)O)C2=NC5=C1C=C(C=C5)O. Cell line: A498. Synergy scores: CSS=14.6, Synergy_ZIP=-9.31, Synergy_Bliss=-2.93, Synergy_Loewe=-14.5, Synergy_HSA=-1.38. (4) Drug 1: CCCS(=O)(=O)NC1=C(C(=C(C=C1)F)C(=O)C2=CNC3=C2C=C(C=N3)C4=CC=C(C=C4)Cl)F. Drug 2: C1CCC(C(C1)N)N.C(=O)(C(=O)[O-])[O-].[Pt+4]. Cell line: RXF 393. Synergy scores: CSS=22.3, Synergy_ZIP=-4.07, Synergy_Bliss=4.51, Synergy_Loewe=1.74, Synergy_HSA=7.12. (5) Drug 1: C1=CC(=CC=C1CC(C(=O)O)N)N(CCCl)CCCl.Cl. Drug 2: CC12CCC3C(C1CCC2OP(=O)(O)O)CCC4=C3C=CC(=C4)OC(=O)N(CCCl)CCCl.[Na+]. Cell line: SW-620. Synergy scores: CSS=9.27, Synergy_ZIP=-5.72, Synergy_Bliss=-6.40, Synergy_Loewe=-9.63, Synergy_HSA=-9.42. (6) Drug 1: C1CC(=O)NC(=O)C1N2CC3=C(C2=O)C=CC=C3N. Drug 2: CN1C(=O)N2C=NC(=C2N=N1)C(=O)N. Cell line: CCRF-CEM. Synergy scores: CSS=6.96, Synergy_ZIP=-4.63, Synergy_Bliss=4.32, Synergy_Loewe=-1.80, Synergy_HSA=-1.33. (7) Drug 1: CC12CCC3C(C1CCC2=O)CC(=C)C4=CC(=O)C=CC34C. Drug 2: COC1=CC(=CC(=C1O)OC)C2C3C(COC3=O)C(C4=CC5=C(C=C24)OCO5)OC6C(C(C7C(O6)COC(O7)C8=CC=CS8)O)O. Cell line: COLO 205. Synergy scores: CSS=72.3, Synergy_ZIP=0.413, Synergy_Bliss=-0.660, Synergy_Loewe=0.0786, Synergy_HSA=0.499. (8) Drug 1: CC1=C(C(=CC=C1)Cl)NC(=O)C2=CN=C(S2)NC3=CC(=NC(=N3)C)N4CCN(CC4)CCO. Drug 2: COCCOC1=C(C=C2C(=C1)C(=NC=N2)NC3=CC=CC(=C3)C#C)OCCOC.Cl. Cell line: UO-31. Synergy scores: CSS=38.0, Synergy_ZIP=4.22, Synergy_Bliss=6.50, Synergy_Loewe=4.29, Synergy_HSA=12.8. (9) Drug 1: CCCS(=O)(=O)NC1=C(C(=C(C=C1)F)C(=O)C2=CNC3=C2C=C(C=N3)C4=CC=C(C=C4)Cl)F. Drug 2: CC1=C2C(C(=O)C3(C(CC4C(C3C(C(C2(C)C)(CC1OC(=O)C(C(C5=CC=CC=C5)NC(=O)OC(C)(C)C)O)O)OC(=O)C6=CC=CC=C6)(CO4)OC(=O)C)O)C)O. Cell line: T-47D. Synergy scores: CSS=29.4, Synergy_ZIP=-0.355, Synergy_Bliss=9.56, Synergy_Loewe=-17.4, Synergy_HSA=8.09. (10) Drug 1: C1=CC(=CC=C1CC(C(=O)O)N)N(CCCl)CCCl.Cl. Drug 2: CC1C(C(=O)NC(C(=O)N2CCCC2C(=O)N(CC(=O)N(C(C(=O)O1)C(C)C)C)C)C(C)C)NC(=O)C3=C4C(=C(C=C3)C)OC5=C(C(=O)C(=C(C5=N4)C(=O)NC6C(OC(=O)C(N(C(=O)CN(C(=O)C7CCCN7C(=O)C(NC6=O)C(C)C)C)C)C(C)C)C)N)C. Cell line: LOX IMVI. Synergy scores: CSS=27.5, Synergy_ZIP=20.6, Synergy_Bliss=22.7, Synergy_Loewe=23.6, Synergy_HSA=23.2.